Dataset: Reaction yield outcomes from USPTO patents with 853,638 reactions. Task: Predict the reaction yield, written as a fraction of the theoretical maximum amount of product (1.0 means a 100% yield; for example, 0.34 means a 34% yield). (1) The yield is 0.580. The reactants are Cl.[CH3:2][NH:3][OH:4].C(=O)([O-])[O-].[K+].[K+].[F:11][C:12]([F:32])([F:31])[C:13]1[CH:14]=[C:15]([C:19]2[S:23][C:22]3[CH2:24][CH2:25][CH2:26]/[C:27](=[N:28]\[C:29]#[N:30])/[C:21]=3[CH:20]=2)[CH:16]=[CH:17][CH:18]=1. The catalyst is CO. The product is [CH3:2][N:3]1[C:29]([NH2:30])=[N:28][C:27]2([C:21]3[CH:20]=[C:19]([C:15]4[CH:16]=[CH:17][CH:18]=[C:13]([C:12]([F:11])([F:31])[F:32])[CH:14]=4)[S:23][C:22]=3[CH2:24][CH2:25][CH2:26]2)[O:4]1. (2) The reactants are Cl[CH2:2][C:3]1[CH:8]=[C:7]([O:9][CH3:10])[C:6]([N+:11]([O-:13])=[O:12])=[CH:5][C:4]=1[F:14].[P:15]([O:22]CC)([O:19][CH2:20][CH3:21])[O:16][CH2:17][CH3:18]. No catalyst specified. The product is [F:14][C:4]1[CH:5]=[C:6]([N+:11]([O-:13])=[O:12])[C:7]([O:9][CH3:10])=[CH:8][C:3]=1[CH2:2][P:15](=[O:22])([O:19][CH2:20][CH3:21])[O:16][CH2:17][CH3:18]. The yield is 0.350.